This data is from Peptide-MHC class II binding affinity with 134,281 pairs from IEDB. The task is: Regression. Given a peptide amino acid sequence and an MHC pseudo amino acid sequence, predict their binding affinity value. This is MHC class II binding data. (1) The peptide sequence is HGVAKNPVVDGNPTV. The MHC is DRB1_0801 with pseudo-sequence DRB1_0801. The binding affinity (normalized) is 0.151. (2) The peptide sequence is NKGILVTVNPIASTN. The MHC is DRB1_0405 with pseudo-sequence DRB1_0405. The binding affinity (normalized) is 0.331. (3) The peptide sequence is TFHVEKGSNPNYLAL. The MHC is DRB1_0401 with pseudo-sequence DRB1_0401. The binding affinity (normalized) is 0.248. (4) The peptide sequence is EIGWEAGTAAPDEIP. The binding affinity (normalized) is 0. The MHC is DRB5_0101 with pseudo-sequence DRB5_0101. (5) The peptide sequence is EKVDAAFKVAATAAN. The MHC is DRB1_1302 with pseudo-sequence DRB1_1302. The binding affinity (normalized) is 0.460. (6) The peptide sequence is GELEIVDKIDAAFKI. The MHC is DRB3_0101 with pseudo-sequence DRB3_0101. The binding affinity (normalized) is 0.743. (7) The peptide sequence is GELQIVDKIDAAFKF. The MHC is DRB1_1501 with pseudo-sequence DRB1_1501. The binding affinity (normalized) is 0.432.